Predict the reactants needed to synthesize the given product. From a dataset of Full USPTO retrosynthesis dataset with 1.9M reactions from patents (1976-2016). Given the product [F:39][CH:37]([F:38])[CH2:36][C@:22]1([C:20]([N:14]2[CH2:15][C@@H:16]3[CH2:19][C@H:13]2[CH2:18][N:17]3[C:2]2[N:7]=[C:6]([C:8]([F:11])([F:10])[F:9])[CH:5]=[CH:4][N:3]=2)=[O:21])[CH2:26][CH2:25][C@@H:24]([NH:27][C@@H:28]2[C@H:33]([O:34][CH3:35])[CH2:32][O:31][CH2:30][CH2:29]2)[CH2:23]1, predict the reactants needed to synthesize it. The reactants are: Cl[C:2]1[N:7]=[C:6]([C:8]([F:11])([F:10])[F:9])[CH:5]=[CH:4][N:3]=1.Cl.[C@H:13]12[CH2:19][C@H:16]([NH:17][CH2:18]1)[CH2:15][N:14]2[C:20]([C@@:22]1([CH2:36][CH:37]([F:39])[F:38])[CH2:26][CH2:25][C@@H:24]([NH:27][C@@H:28]2[C@H:33]([O:34][CH3:35])[CH2:32][O:31][CH2:30][CH2:29]2)[CH2:23]1)=[O:21].C(N(CC)CC)C.